This data is from Peptide-MHC class I binding affinity with 185,985 pairs from IEDB/IMGT. The task is: Regression. Given a peptide amino acid sequence and an MHC pseudo amino acid sequence, predict their binding affinity value. This is MHC class I binding data. The peptide sequence is ARRHRILDIY. The MHC is Mamu-B17 with pseudo-sequence Mamu-B17. The binding affinity (normalized) is 0.